This data is from NCI-60 drug combinations with 297,098 pairs across 59 cell lines. The task is: Regression. Given two drug SMILES strings and cell line genomic features, predict the synergy score measuring deviation from expected non-interaction effect. (1) Drug 1: C1C(C(OC1N2C=NC3=C2NC=NCC3O)CO)O. Drug 2: C1C(C(OC1N2C=NC(=NC2=O)N)CO)O. Cell line: COLO 205. Synergy scores: CSS=15.0, Synergy_ZIP=0.370, Synergy_Bliss=-1.65, Synergy_Loewe=-14.4, Synergy_HSA=-3.86. (2) Drug 1: C1CC2CC3=C(CC1C24CN(S(=O)(=O)N4)CC(F)(F)F)C=CC(=C3)C=CCN5CCC(CC5)C(F)(F)F. Drug 2: CC1CCC2CC(C(=CC=CC=CC(CC(C(=O)C(C(C(=CC(C(=O)CC(OC(=O)C3CCCCN3C(=O)C(=O)C1(O2)O)C(C)CC4CCC(C(C4)OC)OP(=O)(C)C)C)C)O)OC)C)C)C)OC. Cell line: OVCAR3. Synergy scores: CSS=37.8, Synergy_ZIP=6.27, Synergy_Bliss=9.11, Synergy_Loewe=15.0, Synergy_HSA=16.1. (3) Cell line: PC-3. Drug 1: CC1OCC2C(O1)C(C(C(O2)OC3C4COC(=O)C4C(C5=CC6=C(C=C35)OCO6)C7=CC(=C(C(=C7)OC)O)OC)O)O. Synergy scores: CSS=17.5, Synergy_ZIP=-7.29, Synergy_Bliss=-1.12, Synergy_Loewe=-1.67, Synergy_HSA=1.65. Drug 2: C1CN(CCN1C(=O)CCBr)C(=O)CCBr. (4) Drug 1: CC12CCC3C(C1CCC2=O)CC(=C)C4=CC(=O)C=CC34C. Drug 2: COC1=NC(=NC2=C1N=CN2C3C(C(C(O3)CO)O)O)N. Cell line: EKVX. Synergy scores: CSS=51.2, Synergy_ZIP=9.07, Synergy_Bliss=8.96, Synergy_Loewe=-6.91, Synergy_HSA=3.39. (5) Drug 1: C1C(C(OC1N2C=NC3=C2NC=NCC3O)CO)O. Drug 2: N.N.Cl[Pt+2]Cl. Cell line: OVCAR3. Synergy scores: CSS=36.5, Synergy_ZIP=5.42, Synergy_Bliss=8.54, Synergy_Loewe=-0.666, Synergy_HSA=0.429. (6) Drug 1: CC1=C(C=C(C=C1)NC2=NC=CC(=N2)N(C)C3=CC4=NN(C(=C4C=C3)C)C)S(=O)(=O)N.Cl. Drug 2: C1=C(C(=O)NC(=O)N1)N(CCCl)CCCl. Cell line: SNB-75. Synergy scores: CSS=12.9, Synergy_ZIP=2.28, Synergy_Bliss=3.62, Synergy_Loewe=3.42, Synergy_HSA=3.73. (7) Drug 1: CC(C1=C(C=CC(=C1Cl)F)Cl)OC2=C(N=CC(=C2)C3=CN(N=C3)C4CCNCC4)N. Drug 2: C1CCN(CC1)CCOC2=CC=C(C=C2)C(=O)C3=C(SC4=C3C=CC(=C4)O)C5=CC=C(C=C5)O. Cell line: NCI/ADR-RES. Synergy scores: CSS=4.62, Synergy_ZIP=4.37, Synergy_Bliss=7.25, Synergy_Loewe=7.11, Synergy_HSA=5.37. (8) Drug 1: CS(=O)(=O)OCCCCOS(=O)(=O)C. Drug 2: C(CN)CNCCSP(=O)(O)O. Cell line: SF-295. Synergy scores: CSS=3.68, Synergy_ZIP=0.691, Synergy_Bliss=5.14, Synergy_Loewe=-0.208, Synergy_HSA=-0.259. (9) Drug 1: CC(C)(C#N)C1=CC(=CC(=C1)CN2C=NC=N2)C(C)(C)C#N. Drug 2: CC=C1C(=O)NC(C(=O)OC2CC(=O)NC(C(=O)NC(CSSCCC=C2)C(=O)N1)C(C)C)C(C)C. Synergy scores: CSS=19.9, Synergy_ZIP=-5.45, Synergy_Bliss=-3.18, Synergy_Loewe=-46.2, Synergy_HSA=-3.88. Cell line: TK-10.